From a dataset of Experimentally validated miRNA-target interactions with 360,000+ pairs, plus equal number of negative samples. Binary Classification. Given a miRNA mature sequence and a target amino acid sequence, predict their likelihood of interaction. The miRNA is hsa-miR-4476 with sequence CAGGAAGGAUUUAGGGACAGGC. The protein sequence of the target gene is MESEGPPESESSEFFSQQEEENEEEEAQEPEETGPKNPLLQPALTGDVEGLQKIFEDPENPHHEQAMQLLLEEDIVGRNLLYAACMAGQSDVIRALAKYGVNLNEKTTRGYTLLHCAAAWGRLETLKALVELDVDIEALNFREERARDVAARYSQTECVEFLDWADARLTLKKYIAKVSLAVTDTEKGSGKLLKEDKNTILSACRAKNEWLETHTEASINELFEQRQQLEDIVTPIFTKMTTPCQVKSAKSVTSHDQKRSQDDTSN. Result: 1 (interaction).